Dataset: Forward reaction prediction with 1.9M reactions from USPTO patents (1976-2016). Task: Predict the product of the given reaction. (1) Given the reactants [F:1][C:2]1[CH:7]=[C:6]([N+:8]([O-])=O)[CH:5]=[CH:4][C:3]=1[N:11]1[CH2:16][CH2:15][S:14](=[O:18])(=[O:17])[CH2:13][CH2:12]1, predict the reaction product. The product is: [NH2:8][C:6]1[CH:5]=[CH:4][C:3]([N:11]2[CH2:16][CH2:15][S:14](=[O:17])(=[O:18])[CH2:13][CH2:12]2)=[C:2]([F:1])[CH:7]=1. (2) Given the reactants C([O:3][CH:4](OCC)[CH2:5][CH2:6][N:7]1[CH2:12][CH2:11][CH2:10][CH2:9][C:8]1=[O:13])C.FC(F)(F)C(O)=O.CCOC(C)=O.[O-][Mn](=O)(=O)=O.[K+], predict the reaction product. The product is: [O:13]=[C:8]1[CH2:9][CH2:10][CH2:11][CH2:12][N:7]1[CH2:6][CH2:5][CH:4]=[O:3]. (3) Given the reactants [CH3:1][O:2][CH2:3][CH2:4][O:5][C:6]1[CH:7]=[CH:8][C:9](/[CH:26]=[CH:27]/[C:28](=[O:38])[NH:29][S:30]([CH2:33][CH2:34][CH2:35][CH2:36][CH3:37])(=[O:32])=[O:31])=[C:10]([CH:25]=1)[O:11][CH:12]1[CH2:17][CH2:16][N:15]([C:18]([O:20][C:21]([CH3:24])([CH3:23])[CH3:22])=[O:19])[CH2:14][CH2:13]1, predict the reaction product. The product is: [CH3:1][O:2][CH2:3][CH2:4][O:5][C:6]1[CH:7]=[CH:8][C:9]([CH2:26][CH2:27][C:28](=[O:38])[NH:29][S:30]([CH2:33][CH2:34][CH2:35][CH2:36][CH3:37])(=[O:31])=[O:32])=[C:10]([CH:25]=1)[O:11][CH:12]1[CH2:17][CH2:16][N:15]([C:18]([O:20][C:21]([CH3:24])([CH3:23])[CH3:22])=[O:19])[CH2:14][CH2:13]1. (4) Given the reactants [C:1]1([C:7]([C:10]2[S:11][CH:12]=[C:13]([C:15](OCC)=[O:16])[N:14]=2)([CH3:9])[CH3:8])[CH:6]=[CH:5][CH:4]=[CH:3][CH:2]=1.[Li+].[BH4-].CO, predict the reaction product. The product is: [C:1]1([C:7]([C:10]2[S:11][CH:12]=[C:13]([CH2:15][OH:16])[N:14]=2)([CH3:9])[CH3:8])[CH:2]=[CH:3][CH:4]=[CH:5][CH:6]=1. (5) Given the reactants [Br:1][C:2]1[CH:3]=[C:4]([CH2:8][C:9]([OH:11])=[O:10])[CH:5]=[N:6][CH:7]=1.S(=O)(=O)(O)O.[CH3:17][CH2:18]O, predict the reaction product. The product is: [CH2:17]([O:10][C:9](=[O:11])[CH2:8][C:4]1[CH:5]=[N:6][CH:7]=[C:2]([Br:1])[CH:3]=1)[CH3:18]. (6) Given the reactants F[C:2]1[C:11]([F:12])=[CH:10][CH:9]=[CH:8][C:3]=1[C:4]([O:6][CH3:7])=[O:5].[O:13]1[CH2:18][CH2:17][N:16]([CH2:19][CH2:20][NH2:21])[CH2:15][CH2:14]1, predict the reaction product. The product is: [O:13]1[CH2:18][CH2:17][N:16]([CH2:19][CH2:20][NH:21][C:2]2[C:11]([F:12])=[CH:10][CH:9]=[CH:8][C:3]=2[C:4]([O:6][CH3:7])=[O:5])[CH2:15][CH2:14]1. (7) Given the reactants [CH3:1][O:2][C:3](=[O:27])[C:4]1[CH:9]=[CH:8][C:7](C(C2C(O)=CC3C(C)(C)CCC(C)(C)C=3C=2)=O)=[CH:6][CH:5]=1.[H-].[Na+].BrCC, predict the reaction product. The product is: [CH3:1][O:2][C:3](=[O:27])[C:4]1[CH:9]=[CH:8][CH:7]=[CH:6][CH:5]=1.